This data is from Forward reaction prediction with 1.9M reactions from USPTO patents (1976-2016). The task is: Predict the product of the given reaction. (1) Given the reactants [F:1][C:2]1[CH:3]=[C:4]([CH:11]=[CH:12][C:13]=1[O:14][C:15]([F:18])([F:17])[F:16])[C:5](N(OC)C)=[O:6].[CH3:19][Mg]Br.O1CCCC1.[Cl-].[NH4+], predict the reaction product. The product is: [F:1][C:2]1[CH:3]=[C:4]([C:5](=[O:6])[CH3:19])[CH:11]=[CH:12][C:13]=1[O:14][C:15]([F:16])([F:17])[F:18]. (2) Given the reactants [CH3:1][C:2]1([C:16]([O:18][CH2:19][CH3:20])=[O:17])[CH2:7][CH2:6][C:5](OS(C(F)(F)F)(=O)=O)=[CH:4][CH2:3]1.[CH3:21][C:22]1([CH3:38])[C:26]([CH3:28])([CH3:27])[O:25][B:24]([B:24]2[O:25][C:26]([CH3:28])([CH3:27])[C:22]([CH3:38])([CH3:21])[O:23]2)[O:23]1.CC([O-])=O.[K+], predict the reaction product. The product is: [CH3:1][C:2]1([C:16]([O:18][CH2:19][CH3:20])=[O:17])[CH2:7][CH2:6][C:5]([B:24]2[O:25][C:26]([CH3:28])([CH3:27])[C:22]([CH3:38])([CH3:21])[O:23]2)=[CH:4][CH2:3]1.